This data is from Forward reaction prediction with 1.9M reactions from USPTO patents (1976-2016). The task is: Predict the product of the given reaction. (1) Given the reactants [C:1]1(S([O-])(=O)=O)[CH:6]=[CH:5][CH:4]=[CH:3][CH:2]=1.[CH3:11][N+:12]1[C:16]([C:17](=[O:20])[NH:18][CH3:19])=[C:15]([C:21](=[O:24])[NH:22][CH3:23])[N:14]([CH2:25][CH3:26])[CH:13]=1.[OH2:27], predict the reaction product. The product is: [C:21]([O-:24])(=[O:27])[C:1]1[CH:6]=[CH:5][CH:4]=[CH:3][CH:2]=1.[CH3:11][N+:12]1[C:16]([C:17](=[O:20])[NH:18][CH3:19])=[C:15]([C:21](=[O:24])[NH:22][CH3:23])[N:14]([CH2:25][CH3:26])[CH:13]=1. (2) Given the reactants C([C:3]([C:14]#[N:15])=[CH:4][C:5]1[NH:6][C:7]2[C:12]([CH:13]=1)=[CH:11][CH:10]=[CH:9][CH:8]=2)#N.[CH3:16][C:17](N1C2C(=CC=CC=2)C(O)=C1)=[O:18].[CH3:29][N:30]([CH:32]=[O:33])[CH3:31].C(N(CC)CC)C.C[OH:42], predict the reaction product. The product is: [C:14]([C:3](=[C:32]1[N:30]([CH3:31])[CH2:29][CH:16]([CH2:17][OH:18])[O:33]1)[CH:4]=[C:5]1[C:13](=[O:42])[C:12]2[C:7](=[CH:8][CH:9]=[CH:10][CH:11]=2)[NH:6]1)#[N:15].